Regression. Given two drug SMILES strings and cell line genomic features, predict the synergy score measuring deviation from expected non-interaction effect. From a dataset of NCI-60 drug combinations with 297,098 pairs across 59 cell lines. Drug 1: CNC(=O)C1=CC=CC=C1SC2=CC3=C(C=C2)C(=NN3)C=CC4=CC=CC=N4. Drug 2: CN1C(=O)N2C=NC(=C2N=N1)C(=O)N. Cell line: PC-3. Synergy scores: CSS=-0.843, Synergy_ZIP=1.58, Synergy_Bliss=0.144, Synergy_Loewe=-2.00, Synergy_HSA=-2.25.